This data is from Reaction yield outcomes from USPTO patents with 853,638 reactions. The task is: Predict the reaction yield, written as a fraction of the theoretical maximum amount of product (1.0 means a 100% yield; for example, 0.34 means a 34% yield). (1) The reactants are [NH2:1][C:2]1[CH:24]=[CH:23][C:5]([CH2:6][C:7]2[C:15]3[C:10](=[CH:11][CH:12]=[CH:13][CH:14]=3)[N:9]([CH2:16][C:17]([O:19][CH2:20][CH3:21])=[O:18])[C:8]=2[CH3:22])=[CH:4][CH:3]=1.C(N(CC)CC)C.[Cl:32][C:33]1[CH:41]=[CH:40][C:36]([C:37](Cl)=[O:38])=[CH:35][CH:34]=1. The catalyst is ClCCl. The product is [Cl:32][C:33]1[CH:41]=[CH:40][C:36]([C:37]([NH:1][C:2]2[CH:3]=[CH:4][C:5]([CH2:6][C:7]3[C:15]4[C:10](=[CH:11][CH:12]=[CH:13][CH:14]=4)[N:9]([CH2:16][C:17]([O:19][CH2:20][CH3:21])=[O:18])[C:8]=3[CH3:22])=[CH:23][CH:24]=2)=[O:38])=[CH:35][CH:34]=1. The yield is 0.406. (2) The reactants are [CH3:1][O:2][C:3](=[O:33])[CH:4]([C:10]1[CH:11]=[C:12]([C:23]2[CH:28]=[CH:27][C:26]([C:29]([F:32])([F:31])[F:30])=[CH:25][CH:24]=2)[C:13](N)=[C:14]([O:16][CH2:17][C:18]([F:21])([F:20])[F:19])[CH:15]=1)[CH2:5][CH:6]1[CH2:9][CH2:8][CH2:7]1.[ClH:34].N([O-])=O.[Na+]. The catalyst is CC#N.O.Cl[Cu]. The product is [CH3:1][O:2][C:3](=[O:33])[CH:4]([C:10]1[CH:11]=[C:12]([C:23]2[CH:28]=[CH:27][C:26]([C:29]([F:32])([F:31])[F:30])=[CH:25][CH:24]=2)[C:13]([Cl:34])=[C:14]([O:16][CH2:17][C:18]([F:21])([F:20])[F:19])[CH:15]=1)[CH2:5][CH:6]1[CH2:9][CH2:8][CH2:7]1. The yield is 0.950. (3) The reactants are [C:1]([C:4]1[C:9](=[O:10])[C:8]([O:11][CH3:12])=[CH:7][N:6]([C:13]2[CH:18]=[C:17]([F:19])[C:16]([N:20]3[CH2:25][CH2:24][O:23][CH2:22][CH2:21]3)=[CH:15][C:14]=2[F:26])[N:5]=1)(=O)[CH3:2].[CH3:27]OC(OC)N(C)C.[C:35]1([NH:41][NH2:42])[CH:40]=[CH:39][CH:38]=[CH:37][CH:36]=1. The catalyst is CCOC(C)=O. The product is [F:26][C:14]1[CH:15]=[C:16]([N:20]2[CH2:25][CH2:24][O:23][CH2:22][CH2:21]2)[C:17]([F:19])=[CH:18][C:13]=1[N:6]1[CH:7]=[C:8]([O:11][CH3:12])[C:9](=[O:10])[C:4]([C:1]2[N:41]([C:35]3[CH:40]=[CH:39][CH:38]=[CH:37][CH:36]=3)[N:42]=[CH:27][CH:2]=2)=[N:5]1. The yield is 0.360. (4) The reactants are [CH3:1][O:2][C:3](=[O:21])[C:4]1[CH:9]=[CH:8][CH:7]=[C:6]([C:10]2[O:11][C:12]3[CH:18]=[CH:17][CH:16]=[C:15]([CH2:19]Br)[C:13]=3[N:14]=2)[CH:5]=1.C1N2CN3CN(C2)CN1C3.C(O)(=[O:34])C.O. No catalyst specified. The product is [CH3:1][O:2][C:3](=[O:21])[C:4]1[CH:9]=[CH:8][CH:7]=[C:6]([C:10]2[O:11][C:12]3[CH:18]=[CH:17][CH:16]=[C:15]([CH:19]=[O:34])[C:13]=3[N:14]=2)[CH:5]=1. The yield is 0.320. (5) The reactants are [Cl:1][C:2]1[CH:3]=[C:4]2[C:9](=[CH:10][CH:11]=1)[N:8]=[C:7]([O:12][CH3:13])[C:6]([NH:14][C:15](=[O:19])OCC)=[N:5]2.[CH3:20][C:21]1[CH:22]=[C:23]([N:27]2[CH2:32][CH2:31][NH:30][CH2:29][CH2:28]2)[CH:24]=[CH:25][CH:26]=1. No catalyst specified. The product is [Cl:1][C:2]1[CH:3]=[C:4]2[C:9](=[CH:10][CH:11]=1)[N:8]=[C:7]([O:12][CH3:13])[C:6]([NH:14][C:15]([N:30]1[CH2:31][CH2:32][N:27]([C:23]3[CH:24]=[CH:25][CH:26]=[C:21]([CH3:20])[CH:22]=3)[CH2:28][CH2:29]1)=[O:19])=[N:5]2. The yield is 0.900. (6) The reactants are [CH3:1][NH:2][CH3:3].[BH3-]C#N.[Na+].[CH3:8][N:9]1[CH:13]=[CH:12][C:11]([NH:14][C:15]([C:17]2[CH:27]=[C:26]([O:28][C:29]3[CH:34]=[CH:33][C:32]([CH:35]=[O:36])=[CH:31][C:30]=3[F:37])[C:20]3[CH2:21][C:22]([CH3:25])([CH3:24])[O:23][C:19]=3[CH:18]=2)=[O:16])=[N:10]1. The catalyst is CO. The product is [CH3:8][N:9]1[CH:13]=[CH:12][C:11]([NH:14][C:15]([C:17]2[CH:27]=[C:26]([O:28][C:29]3[CH:34]=[CH:33][C:32]([CH2:35][N:2]([CH3:3])[CH3:1])=[CH:31][C:30]=3[F:37])[C:20]3[CH2:21][C:22]([CH3:24])([CH3:25])[O:23][C:19]=3[CH:18]=2)=[O:16])=[N:10]1.[CH3:8][N:9]1[CH:13]=[CH:12][C:11]([NH:14][C:15]([C:17]2[CH:27]=[C:26]([O:28][C:29]3[CH:34]=[CH:33][C:32]([CH2:35][OH:36])=[CH:31][C:30]=3[F:37])[C:20]3[CH2:21][C:22]([CH3:25])([CH3:24])[O:23][C:19]=3[CH:18]=2)=[O:16])=[N:10]1. The yield is 0.240. (7) The reactants are [CH:1]1([C:6]([OH:8])=[O:7])[CH2:5][CH:4]=[CH:3][CH2:2]1.[CH2:9](O)[C:10]1[CH:15]=[CH:14][CH:13]=[CH:12][CH:11]=1.S(=O)(=O)(O)O. The catalyst is C1C=CC=CC=1. The product is [CH:1]1([C:6]([O:8][CH2:9][C:10]2[CH:15]=[CH:14][CH:13]=[CH:12][CH:11]=2)=[O:7])[CH2:5][CH:4]=[CH:3][CH2:2]1. The yield is 0.484.